This data is from Forward reaction prediction with 1.9M reactions from USPTO patents (1976-2016). The task is: Predict the product of the given reaction. (1) Given the reactants C([O:3][C:4](=[O:30])[C:5]1[CH:10]=[CH:9][CH:8]=[C:7]([C:11]2[CH2:15][CH2:14][CH2:13][C:12]=2[C:16]2[CH:21]=[CH:20][CH:19]=[CH:18][C:17]=2[O:22][CH2:23][C:24]2[CH:29]=[CH:28][CH:27]=[CH:26][CH:25]=2)[CH:6]=1)C, predict the reaction product. The product is: [CH2:23]([O:22][C:17]1[CH:18]=[CH:19][CH:20]=[CH:21][C:16]=1[C:12]1[CH2:13][CH2:14][CH2:15][C:11]=1[C:7]1[CH:6]=[C:5]([CH:10]=[CH:9][CH:8]=1)[C:4]([OH:30])=[O:3])[C:24]1[CH:25]=[CH:26][CH:27]=[CH:28][CH:29]=1. (2) Given the reactants [C:1]([O:4][C:5]1[CH:10]=[CH:9][C:8]([CH:11]2[CH:20](O)[C:19]3[C:14](=[CH:15][C:16]([O:22][C:23](=[O:25])[CH3:24])=[CH:17][CH:18]=3)[O:13][CH:12]2[CH:26]([CH3:28])[CH3:27])=[CH:7][CH:6]=1)(=[O:3])[CH3:2].P(=O)(O)(O)O.C(=O)([O-])O.[Na+], predict the reaction product. The product is: [C:1]([O:4][C:5]1[CH:10]=[CH:9][C:8]([C:11]2[CH:12]([CH:26]([CH3:28])[CH3:27])[O:13][C:14]3[C:19]([CH:20]=2)=[CH:18][CH:17]=[C:16]([O:22][C:23](=[O:25])[CH3:24])[CH:15]=3)=[CH:7][CH:6]=1)(=[O:3])[CH3:2]. (3) Given the reactants [CH2:1]([O:8][C:9]([NH:11][C@@H:12]1[CH2:17][CH2:16][CH2:15][N:14]([C:18]2[CH:30]=[CH:29][C:28]([C:31]#[N:32])=[C:27]3[C:19]=2[C:20]2[CH:21]=[CH:22][C:23]([C:33]([O:35]CC)=[O:34])=[CH:24][C:25]=2[NH:26]3)[CH2:13]1)=[O:10])[C:2]1[CH:7]=[CH:6][CH:5]=[CH:4][CH:3]=1.[OH-].[K+], predict the reaction product. The product is: [CH2:1]([O:8][C:9]([NH:11][C@@H:12]1[CH2:17][CH2:16][CH2:15][N:14]([C:18]2[CH:30]=[CH:29][C:28]([C:31]#[N:32])=[C:27]3[C:19]=2[C:20]2[CH:21]=[CH:22][C:23]([C:33]([OH:35])=[O:34])=[CH:24][C:25]=2[NH:26]3)[CH2:13]1)=[O:10])[C:2]1[CH:3]=[CH:4][CH:5]=[CH:6][CH:7]=1. (4) Given the reactants [CH3:1][O:2][C:3]1[C:32]([O:33][CH3:34])=[CH:31][C:6]2[NH:7][C:8]([C:10]3[C:14]([NH:15][C:16]([CH:18]4[O:23][CH2:22][CH2:21][N:20](C(OC(C)(C)C)=O)[CH2:19]4)=[O:17])=[CH:13][NH:12][N:11]=3)=[N:9][C:5]=2[CH:4]=1.C1(OC)C=CC=CC=1.[F:43][C:44]([F:49])([F:48])[C:45]([OH:47])=[O:46], predict the reaction product. The product is: [F:43][C:44]([F:49])([F:48])[C:45]([OH:47])=[O:46].[CH3:34][O:33][C:32]1[C:3]([O:2][CH3:1])=[CH:4][C:5]2[NH:9][C:8]([C:10]3[C:14]([NH:15][C:16]([CH:18]4[O:23][CH2:22][CH2:21][NH:20][CH2:19]4)=[O:17])=[CH:13][NH:12][N:11]=3)=[N:7][C:6]=2[CH:31]=1. (5) Given the reactants Br[C:2]1[CH:3]=[CH:4][C:5]2[NH:6][C:7]3[C:12]([C:13]=2[CH:14]=1)=[CH:11][CH:10]=[CH:9][CH:8]=3.[C:15]1([N:21]2[C:33]3[CH:32]=[CH:31][C:30](B(O)O)=[CH:29][C:28]=3[C:27]3[C:22]2=[CH:23][CH:24]=[CH:25][CH:26]=3)[CH:20]=[CH:19][CH:18]=[CH:17][CH:16]=1.COCCOC.C(=O)([O-])[O-].[K+].[K+], predict the reaction product. The product is: [C:15]1([N:21]2[C:33]3[CH:32]=[CH:31][C:30]([C:2]4[CH:3]=[CH:4][C:5]5[NH:6][C:7]6[C:12]([C:13]=5[CH:14]=4)=[CH:11][CH:10]=[CH:9][CH:8]=6)=[CH:29][C:28]=3[C:27]3[C:22]2=[CH:23][CH:24]=[CH:25][CH:26]=3)[CH:20]=[CH:19][CH:18]=[CH:17][CH:16]=1. (6) Given the reactants [NH2:1][C:2]1[N:6]([C:7]2[C:12]([Cl:13])=[CH:11][C:10]([C:14]([F:17])([F:16])[F:15])=[CH:9][C:8]=2[Cl:18])[N:5]=[C:4]([C:19]#[N:20])[C:3]=1[S:21][C:22]([F:25])([F:24])[F:23].[OH:26]S(O)(=O)=O.OO.O, predict the reaction product. The product is: [CH:11]1[C:10]([C:14]([F:15])([F:16])[F:17])=[CH:9][C:8]([Cl:18])=[C:7]([N:6]2[N:5]=[C:4]([C:19]#[N:20])[C:3]([S+:21]([O-:26])[C:22]([F:25])([F:24])[F:23])=[C:2]2[NH2:1])[C:12]=1[Cl:13]. (7) Given the reactants [CH3:1][N:2]1[C:6]2=[N:7][CH:8]=[CH:9][CH:10]=[C:5]2[N:4]=[C:3]1S(C)(=O)=O.[F:15][CH:16]([F:34])[N:17]1[C:25]2[C:20](=[N:21][CH:22]=[CH:23][CH:24]=2)[N:19]([C:26]2[CH:31]=[CH:30][C:29]([OH:32])=[CH:28][CH:27]=2)[C:18]1=[O:33].[H-].[Na+], predict the reaction product. The product is: [F:34][CH:16]([F:15])[N:17]1[C:25]2[C:20](=[N:21][CH:22]=[CH:23][CH:24]=2)[N:19]([C:26]2[CH:31]=[CH:30][C:29]([O:32][C:3]3[N:2]([CH3:1])[C:6]4=[N:7][CH:8]=[CH:9][CH:10]=[C:5]4[N:4]=3)=[CH:28][CH:27]=2)[C:18]1=[O:33]. (8) Given the reactants [Cl:1][C:2]1[C:3]([Si](C)(C)C)=[CH:4][C:5]2[N:6]([C:8]([C:11]3[CH:16]=[CH:15][CH:14]=[CH:13][C:12]=3[F:17])=[N:9][N:10]=2)[N:7]=1.[I:22]CCI, predict the reaction product. The product is: [Cl:1][C:2]1[C:3]([I:22])=[CH:4][C:5]2[N:6]([C:8]([C:11]3[CH:16]=[CH:15][CH:14]=[CH:13][C:12]=3[F:17])=[N:9][N:10]=2)[N:7]=1. (9) The product is: [F:1][C:2]1[CH:3]=[C:4]([C:17](=[O:19])[CH3:18])[C:5]2[N:9]=[CH:8][NH:7][C:6]=2[CH:16]=1. Given the reactants [F:1][C:2]1[CH:3]=[C:4]([C:17](=[O:19])[CH3:18])[C:5]2[N:9]=[CH:8][N:7](C3CCCCO3)[C:6]=2[CH:16]=1.CC1C=CC(S(O)(=O)=O)=CC=1, predict the reaction product.